This data is from Full USPTO retrosynthesis dataset with 1.9M reactions from patents (1976-2016). The task is: Predict the reactants needed to synthesize the given product. Given the product [OH:34][C:27]1[CH:28]=[CH:29][CH:30]=[C:31]2[C:26]=1[CH2:25][N:24]([C:22]([N:14]1[CH2:15][CH2:16][C@:17]3([CH3:21])[C:18]([CH3:20])([CH3:19])[C@H:13]1[CH2:12][C:11]1[C:6]([OH:5])=[CH:7][CH:8]=[CH:9][C:10]=13)=[O:23])[CH2:33][CH2:32]2, predict the reactants needed to synthesize it. The reactants are: B(Br)(Br)Br.[OH:5][C:6]1[C:11]2[CH2:12][C@@H:13]3[C:18]([CH3:20])([CH3:19])[C@:17]([CH3:21])([C:10]=2[CH:9]=[CH:8][CH:7]=1)[CH2:16][CH2:15][N:14]3[C:22]([N:24]1[CH2:33][CH2:32][C:31]2[C:26](=[C:27]([O:34]C)[CH:28]=[CH:29][CH:30]=2)[CH2:25]1)=[O:23].